This data is from Full USPTO retrosynthesis dataset with 1.9M reactions from patents (1976-2016). The task is: Predict the reactants needed to synthesize the given product. (1) Given the product [CH:15]([C:14]1[NH:1][C:2]2[C:12]([CH:13]=1)=[CH:11][CH:10]=[C:4]([C:5]([O:7][CH2:8][CH3:9])=[O:6])[CH:3]=2)([CH3:16])[CH3:17], predict the reactants needed to synthesize it. The reactants are: [NH2:1][C:2]1[CH:3]=[C:4]([CH:10]=[CH:11][C:12]=1[C:13]#[C:14][CH:15]([CH3:17])[CH3:16])[C:5]([O:7][CH2:8][CH3:9])=[O:6]. (2) Given the product [C:25]([C:27]1[CH:28]=[C:29]([CH2:33][CH2:34][CH:35]2[CH2:36][CH2:37][N:38]([C:41]([O:43][C:44]3[CH:45]=[N:46][CH:47]=[C:48]([C:49]([NH2:3])=[O:50])[CH:52]=3)=[O:42])[CH2:39][CH2:40]2)[CH:30]=[CH:31][CH:32]=1)#[N:26], predict the reactants needed to synthesize it. The reactants are: Cl.C[N:3](C)CCCN=C=NCC.ON1C2C=CC=CC=2N=N1.[Cl-].[NH4+].[C:25]([C:27]1[CH:28]=[C:29]([CH2:33][CH2:34][CH:35]2[CH2:40][CH2:39][N:38]([C:41]([O:43][C:44]3[CH:45]=[N:46][CH:47]=[C:48]([CH:52]=3)[C:49](O)=[O:50])=[O:42])[CH2:37][CH2:36]2)[CH:30]=[CH:31][CH:32]=1)#[N:26].C(=O)([O-])O.[Na+]. (3) Given the product [CH2:28]1[C:27]2([CH2:30][CH2:31][NH:32][CH:25]([C:23]([NH:22][C:19]3([C:16]4[CH:17]=[CH:18][C:13]([C:11]([O:10][CH3:9])=[O:12])=[CH:14][CH:15]=4)[CH2:20][CH2:21]3)=[O:24])[CH2:26]2)[CH2:29]1, predict the reactants needed to synthesize it. The reactants are: C(=O)(OC(C)(C)C)N.[CH3:9][O:10][C:11]([C:13]1[CH:18]=[CH:17][C:16]([C:19]2([NH:22][C:23]([CH:25]3[N:32](C(OC(C)(C)C)=O)[CH2:31][CH2:30][C:27]4([CH2:29][CH2:28]4)[CH2:26]3)=[O:24])[CH2:21][CH2:20]2)=[CH:15][CH:14]=1)=[O:12]. (4) Given the product [CH3:16][O:15][C:12]1[CH:11]=[CH:10][C:9]([C:8]2[C:7](=[O:17])[C:6](=[O:18])[C:5]=2[NH:27][C@@H:20]([C:21]2[CH:26]=[CH:25][CH:24]=[CH:23][CH:22]=2)[CH3:19])=[CH:14][CH:13]=1, predict the reactants needed to synthesize it. The reactants are: C(O[C:5]1[C:6](=[O:18])[C:7](=[O:17])[C:8]=1[C:9]1[CH:14]=[CH:13][C:12]([O:15][CH3:16])=[CH:11][CH:10]=1)(C)C.[CH3:19][C@@H:20]([NH2:27])[C:21]1[CH:26]=[CH:25][CH:24]=[CH:23][CH:22]=1. (5) Given the product [C:1]([O:5][C:6]([N:8]1[CH:9]([C:17]2[CH:22]=[CH:21][CH:20]=[CH:19][CH:18]=2)[CH2:10][C:11]2[NH:24][N:25]=[CH:14][C:12]=2[CH2:13]1)=[O:7])([CH3:4])([CH3:3])[CH3:2], predict the reactants needed to synthesize it. The reactants are: [C:1]([O:5][C:6]([N:8]1[CH2:13][C:12](=[CH:14]O)[C:11](=O)[CH2:10][CH:9]1[C:17]1[CH:22]=[CH:21][CH:20]=[CH:19][CH:18]=1)=[O:7])([CH3:4])([CH3:3])[CH3:2].O.[NH2:24][NH2:25].